Dataset: Experimental lipophilicity measurements (octanol/water distribution) for 4,200 compounds from AstraZeneca. Task: Regression/Classification. Given a drug SMILES string, predict its absorption, distribution, metabolism, or excretion properties. Task type varies by dataset: regression for continuous measurements (e.g., permeability, clearance, half-life) or binary classification for categorical outcomes (e.g., BBB penetration, CYP inhibition). For this dataset (lipophilicity_astrazeneca), we predict Y. (1) The molecule is CS(=O)(=O)c1ccc2nc(N3CCN(C(=O)[C@@H]4CCCC[C@H]4C(=O)NC4(C#N)CC4)CC3)sc2c1. The Y is 1.49 logD. (2) The compound is O=C(c1cc(Cc2n[nH]c(=O)c3ccccc23)ccc1F)N1CCN(C(=O)C2CCCO2)CC1. The Y is 0.900 logD. (3) The drug is COC(=O)COc1ccc(OCCNCC(O)COc2ccccc2)cc1. The Y is 1.54 logD. (4) The compound is CC1(C)[C@@H]2CC[C@@]1(CS(=O)(=O)N1CCN(c3ccc(C#N)cn3)CC1)C(=O)C2. The Y is 2.46 logD.